This data is from Forward reaction prediction with 1.9M reactions from USPTO patents (1976-2016). The task is: Predict the product of the given reaction. (1) Given the reactants [CH3:1][C:2]1[CH:3]=[C:4]2[C:9](=[CH:10][N:11]=1)[C:8](=[O:12])[N:7]([CH3:13])[C:6]1[CH:14]=[C:15]([O:18][CH2:19][C@@H:20]([NH:25][C:26](=[O:32])[O:27][C:28]([CH3:31])([CH3:30])[CH3:29])[CH2:21][CH:22]([CH3:24])[CH3:23])[CH:16]=[CH:17][C:5]2=1.C1C(=O)N([Cl:40])C(=O)C1, predict the reaction product. The product is: [Cl:40][C:16]1[C:15]([O:18][CH2:19][C@@H:20]([NH:25][C:26](=[O:32])[O:27][C:28]([CH3:30])([CH3:29])[CH3:31])[CH2:21][CH:22]([CH3:24])[CH3:23])=[CH:14][C:6]2[N:7]([CH3:13])[C:8](=[O:12])[C:9]3[C:4]([C:5]=2[CH:17]=1)=[CH:3][C:2]([CH3:1])=[N:11][CH:10]=3. (2) Given the reactants [C:1]([CH:3]1[CH2:6][N:5]([C:7](=[O:42])[C@H:8]([NH:10][C:11]([C:13]2[C:21]3[C:16](=[N:17][CH:18]=[C:19]([C:22]4[N:23]=[C:24](SC)[N:25]5[CH:30]=[C:29]([F:31])[CH:28]=[CH:27][C:26]=45)[N:20]=3)[N:15]([CH2:34][O:35][CH2:36][CH2:37][Si:38]([CH3:41])([CH3:40])[CH3:39])[CH:14]=2)=[O:12])[CH3:9])[CH2:4]1)#[N:2].[CH:43]1C=C(Cl)C=C(C(OO)=O)C=1.[O-:54][S:55]([O-:58])(=S)=O.[Na+].[Na+], predict the reaction product. The product is: [C:1]([CH:3]1[CH2:6][N:5]([C:7](=[O:42])[C@H:8]([NH:10][C:11]([C:13]2[C:21]3[C:16](=[N:17][CH:18]=[C:19]([C:22]4[N:23]=[C:24]([S:55]([CH3:43])(=[O:58])=[O:54])[N:25]5[CH:30]=[C:29]([F:31])[CH:28]=[CH:27][C:26]=45)[N:20]=3)[N:15]([CH2:34][O:35][CH2:36][CH2:37][Si:38]([CH3:39])([CH3:41])[CH3:40])[CH:14]=2)=[O:12])[CH3:9])[CH2:4]1)#[N:2]. (3) Given the reactants [F:1][C:2]1[CH:3]=[C:4]2[C:9](=[CH:10][CH:11]=1)[NH:8][C@@H:7]([CH3:12])[CH2:6][C@H:5]2[NH:13][C:14]1[CH:19]=[CH:18][C:17]([F:20])=[CH:16][CH:15]=1.C(N(CC)CC)C.[CH:28]1([C:34](Cl)=[O:35])[CH2:33][CH2:32][CH2:31][CH2:30][CH2:29]1.[Cl-].[NH4+], predict the reaction product. The product is: [CH:28]1([C:34]([N:8]2[C:9]3[C:4](=[CH:3][C:2]([F:1])=[CH:11][CH:10]=3)[C@H:5]([NH:13][C:14]3[CH:19]=[CH:18][C:17]([F:20])=[CH:16][CH:15]=3)[CH2:6][C@@H:7]2[CH3:12])=[O:35])[CH2:33][CH2:32][CH2:31][CH2:30][CH2:29]1. (4) Given the reactants Br[CH2:2]/[CH:3]=[CH:4]/[C:5]([OH:7])=O.C(Cl)(=O)C(Cl)=O.Cl.[NH2:15][C:16]1[CH:48]=[CH:47][C:19]([C:20]([NH:22][C@H:23]2[CH2:28][CH2:27][CH2:26][C@@H:25]([NH:29][C:30]3[N:35]=[C:34]([C:36]4[C:44]5[C:39](=[CH:40][CH:41]=[CH:42][CH:43]=5)[NH:38][C:37]=4[CH3:45])[C:33]([Cl:46])=[CH:32][N:31]=3)[CH2:24]2)=[O:21])=[CH:18][CH:17]=1.C[CH2:50][N:51](C(C)C)[CH:52](C)C.CNC, predict the reaction product. The product is: [Cl:46][C:33]1[C:34]([C:36]2[C:44]3[C:39](=[CH:40][CH:41]=[CH:42][CH:43]=3)[NH:38][C:37]=2[CH3:45])=[N:35][C:30]([NH:29][C@@H:25]2[CH2:26][CH2:27][CH2:28][C@H:23]([NH:22][C:20](=[O:21])[C:19]3[CH:47]=[CH:48][C:16]([NH:15][C:5](=[O:7])/[CH:4]=[CH:3]/[CH2:2][N:51]([CH3:52])[CH3:50])=[CH:17][CH:18]=3)[CH2:24]2)=[N:31][CH:32]=1. (5) Given the reactants [N:1]1([CH2:6][C@@H:7]([O:14][C:15]2[CH:24]=[CH:23][C:22]3[C:21](=[O:25])[CH2:20][CH2:19][CH2:18][C:17]=3[C:16]=2[CH2:26][S:27][C:28]2[CH:36]=[CH:35][C:31]([C:32]([OH:34])=O)=[CH:30][CH:29]=2)[C:8]2[CH:13]=[CH:12][CH:11]=[CH:10][CH:9]=2)[CH:5]=[CH:4][N:3]=[CH:2]1.[CH:37]1([NH2:40])[CH2:39][CH2:38]1, predict the reaction product. The product is: [CH:37]1([NH:40][C:32](=[O:34])[C:31]2[CH:30]=[CH:29][C:28]([S:27][CH2:26][C:16]3[C:17]4[CH2:18][CH2:19][CH2:20][C:21](=[O:25])[C:22]=4[CH:23]=[CH:24][C:15]=3[O:14][C@@H:7]([C:8]3[CH:9]=[CH:10][CH:11]=[CH:12][CH:13]=3)[CH2:6][N:1]3[CH:5]=[CH:4][N:3]=[CH:2]3)=[CH:36][CH:35]=2)[CH2:39][CH2:38]1.